This data is from Drug half-life prediction data from Obach et al.. The task is: Regression/Classification. Given a drug SMILES string, predict its absorption, distribution, metabolism, or excretion properties. Task type varies by dataset: regression for continuous measurements (e.g., permeability, clearance, half-life) or binary classification for categorical outcomes (e.g., BBB penetration, CYP inhibition). For this dataset (half_life_obach), we predict log10(half-life) (log10 of half-life in hours). The drug is N[C@@H]1CN(c2c(F)cc3c(=O)c(C(=O)O)cn([C@@H]4C[C@@H]4F)c3c2Cl)CC12CC2. The log10(half-life) is 0.820.